This data is from Full USPTO retrosynthesis dataset with 1.9M reactions from patents (1976-2016). The task is: Predict the reactants needed to synthesize the given product. (1) Given the product [N+:4]([C:7]1[CH:12]=[CH:11][CH:10]=[CH:9][C:8]=1[S:13]([N:2]([CH3:3])[CH3:1])(=[O:15])=[O:14])([O-:6])=[O:5], predict the reactants needed to synthesize it. The reactants are: [CH3:1][NH:2][CH3:3].[N+:4]([C:7]1[CH:12]=[CH:11][CH:10]=[CH:9][C:8]=1[S:13](Cl)(=[O:15])=[O:14])([O-:6])=[O:5]. (2) Given the product [Br-:9].[F:23][C:18]1[CH:17]=[C:16]2[C:21]([CH:22]=[C:13]([C:11](=[O:12])[CH2:10][N+:3]3[C:2]([CH3:1])=[CH:7][CH:6]=[C:5]([CH3:8])[N:4]=3)[C:14](=[O:24])[O:15]2)=[CH:20][CH:19]=1, predict the reactants needed to synthesize it. The reactants are: [CH3:1][C:2]1[N:3]=[N:4][C:5]([CH3:8])=[CH:6][CH:7]=1.[Br:9][CH2:10][C:11]([C:13]1[C:14](=[O:24])[O:15][C:16]2[C:21]([CH:22]=1)=[CH:20][CH:19]=[C:18]([F:23])[CH:17]=2)=[O:12]. (3) Given the product [Br:15][CH2:2][C:1]([C:4]1[CH:14]=[CH:13][C:7]([C:8]([O:10][CH2:11][CH3:12])=[O:9])=[CH:6][CH:5]=1)=[O:3], predict the reactants needed to synthesize it. The reactants are: [C:1]([C:4]1[CH:14]=[CH:13][C:7]([C:8]([O:10][CH2:11][CH3:12])=[O:9])=[CH:6][CH:5]=1)(=[O:3])[CH3:2].[Br:15]Br. (4) Given the product [Cl:1][C:2]1[C:10]([CH2:11][O:12][CH2:13][C:14]([F:17])([F:16])[F:15])=[C:9]([S:18]([CH3:21])(=[O:20])=[O:19])[CH:8]=[CH:7][C:3]=1[C:4]([NH:28][C:24]1[C:23]([CH3:22])=[CH:27][O:26][N:25]=1)=[O:6], predict the reactants needed to synthesize it. The reactants are: [Cl:1][C:2]1[C:10]([CH2:11][O:12][CH2:13][C:14]([F:17])([F:16])[F:15])=[C:9]([S:18]([CH3:21])(=[O:20])=[O:19])[CH:8]=[CH:7][C:3]=1[C:4]([OH:6])=O.[CH3:22][C:23]1[C:24]([NH2:28])=[N:25][O:26][CH:27]=1.C(N(CC)CC)C.C(P1(=O)OP(=O)(CCC)OP(=O)(CCC)O1)CC. (5) Given the product [O:11]=[C:10]1[C:13]2[C:14](=[CH:17][CH:18]=[CH:19][CH:20]=2)[CH:15]([P:1](=[O:6])([O:4][CH3:5])[O:2][CH3:3])[O:16]1, predict the reactants needed to synthesize it. The reactants are: [P:1]([O-:6])([O:4][CH3:5])[O:2][CH3:3].C[O-].[Na+].[C:10]([C:13]1[CH:20]=[CH:19][CH:18]=[CH:17][C:14]=1[CH:15]=[O:16])(O)=[O:11].CS(O)(=O)=O.